Dataset: Catalyst prediction with 721,799 reactions and 888 catalyst types from USPTO. Task: Predict which catalyst facilitates the given reaction. (1) Product: [CH3:1][N:2]([CH3:19])[CH2:3][CH2:4][N:6]1[C:15]2[C:10](=[CH:11][CH:12]=[C:13]([N+:16]([O-:18])=[O:17])[CH:14]=2)[CH2:9][CH2:8][CH2:7]1. Reactant: [CH3:1][N:2]([CH3:19])[CH2:3][C:4]([N:6]1[C:15]2[C:10](=[CH:11][CH:12]=[C:13]([N+:16]([O-:18])=[O:17])[CH:14]=2)[CH2:9][CH2:8][CH2:7]1)=O.Cl.O. The catalyst class is: 1. (2) Reactant: [CH2:1]([C@H:8]1[N:13]([C:14]([C:16]2[N:17]=[C:18]([CH3:34])[N:19]([C@@H:27]3[CH2:32][CH2:31][CH2:30][CH2:29][C@H:28]3[OH:33])[C:20]=2[C:21]2[CH:26]=[CH:25][CH:24]=[CH:23][CH:22]=2)=[O:15])[CH2:12][CH2:11][N:10](C(OC(C)(C)C)=O)[CH2:9]1)[C:2]1[CH:7]=[CH:6][CH:5]=[CH:4][CH:3]=1.[C:42]([OH:48])([C:44]([F:47])([F:46])[F:45])=[O:43]. Product: [F:45][C:44]([F:47])([F:46])[C:42]([OH:48])=[O:43].[CH2:1]([C@@H:8]1[CH2:9][NH:10][CH2:11][CH2:12][N:13]1[C:14]([C:16]1[N:17]=[C:18]([CH3:34])[N:19]([C@@H:27]2[CH2:32][CH2:31][CH2:30][CH2:29][C@H:28]2[OH:33])[C:20]=1[C:21]1[CH:26]=[CH:25][CH:24]=[CH:23][CH:22]=1)=[O:15])[C:2]1[CH:7]=[CH:6][CH:5]=[CH:4][CH:3]=1. The catalyst class is: 26. (3) Reactant: [OH:1][CH2:2][C@H:3]1[CH2:18][N:7]2[CH2:8][CH2:9][N:10]([C:12]3[N:17]=[CH:16][CH:15]=[CH:14][N:13]=3)[CH2:11][C@@H:6]2[CH2:5][CH2:4]1.[C:19]1(O)[CH:24]=[CH:23][CH:22]=[CH:21][CH:20]=1.C1(P(C2C=CC=CC=2)C2C=CC=CC=2)C=CC=CC=1.N(C(OCC)=O)=NC(OCC)=O. The catalyst class is: 1. Product: [O:1]([CH2:2][C@H:3]1[CH2:18][N:7]2[CH2:8][CH2:9][N:10]([C:12]3[N:17]=[CH:16][CH:15]=[CH:14][N:13]=3)[CH2:11][C@@H:6]2[CH2:5][CH2:4]1)[C:19]1[CH:24]=[CH:23][CH:22]=[CH:21][CH:20]=1. (4) Reactant: Br[CH2:2][C:3]1[CH:8]=[C:7]([C:9]([F:12])([F:11])[F:10])[CH:6]=[C:5]([F:13])[CH:4]=1.[CH3:14][NH2:15]. Product: [F:13][C:5]1[CH:4]=[C:3]([CH2:2][NH:15][CH3:14])[CH:8]=[C:7]([C:9]([F:12])([F:11])[F:10])[CH:6]=1. The catalyst class is: 5.